From a dataset of Full USPTO retrosynthesis dataset with 1.9M reactions from patents (1976-2016). Predict the reactants needed to synthesize the given product. (1) Given the product [Br:10][C:7]1[CH:8]=[CH:9][C:4]([C:3]([OH:12])([CH2:21][CH3:22])[CH2:15][CH3:16])=[CH:5][C:6]=1[CH3:11], predict the reactants needed to synthesize it. The reactants are: CO[C:3](=[O:12])[C:4]1[CH:9]=[CH:8][C:7]([Br:10])=[C:6]([CH3:11])[CH:5]=1.[NH4+].[Cl-].[C:15](OCC)(=O)[CH3:16].[CH2:21]1COC[CH2:22]1. (2) Given the product [OH:1][C:2]1[CH:10]=[C:9]([C:11]([F:14])([F:13])[F:12])[CH:8]=[CH:7][C:3]=1[C:4](=[O:6])[CH3:15], predict the reactants needed to synthesize it. The reactants are: [OH:1][C:2]1[CH:10]=[C:9]([C:11]([F:14])([F:13])[F:12])[CH:8]=[CH:7][C:3]=1[C:4]([OH:6])=O.[CH3:15][Li].C.Cl.